From a dataset of Catalyst prediction with 721,799 reactions and 888 catalyst types from USPTO. Predict which catalyst facilitates the given reaction. (1) Reactant: [O:1]1[C:5]2[CH:6]=[CH:7][C:8]([CH:10]([N:23]3[CH2:28][CH2:27][N:26]([CH3:29])[CH2:25][CH2:24]3)[C:11]([NH:13][NH:14][C:15]3[CH:20]=[C:19]([Cl:21])[CH:18]=[C:17]([Cl:22])[CH:16]=3)=[O:12])=[CH:9][C:4]=2[O:3][CH2:2]1.CCO.CC(O)C.Cl. Product: [ClH:21].[O:1]1[C:5]2[CH:6]=[CH:7][C:8]([CH:10]([N:23]3[CH2:24][CH2:25][N:26]([CH3:29])[CH2:27][CH2:28]3)[C:11]([NH:13][NH:14][C:15]3[CH:16]=[C:17]([Cl:22])[CH:18]=[C:19]([Cl:21])[CH:20]=3)=[O:12])=[CH:9][C:4]=2[O:3][CH2:2]1. The catalyst class is: 2. (2) Product: [Cl:1][C:2]1[CH:17]=[CH:16][C:5]([O:6][C:7]2[CH:15]=[CH:14][C:10]([C:11]([N:22]([CH2:23][CH3:24])[CH3:21])=[O:12])=[CH:9][CH:8]=2)=[C:4]([N+:18]([O-:20])=[O:19])[CH:3]=1. Reactant: [Cl:1][C:2]1[CH:17]=[CH:16][C:5]([O:6][C:7]2[CH:15]=[CH:14][C:10]([C:11](Cl)=[O:12])=[CH:9][CH:8]=2)=[C:4]([N+:18]([O-:20])=[O:19])[CH:3]=1.[CH3:21][NH:22][CH2:23][CH3:24]. The catalyst class is: 2. (3) Reactant: [NH:1]1[CH:5]=[CH:4][N:3]=[CH:2]1.[O:6]1[CH2:10][CH2:9][CH2:8][C@H:7]1[C:11](Cl)=[O:12]. Product: [N:1]1([C:11]([C@@H:7]2[CH2:8][CH2:9][CH2:10][O:6]2)=[O:12])[CH:5]=[CH:4][N:3]=[CH:2]1. The catalyst class is: 22. (4) Reactant: [C:1]([O:5][C:6]([N:8]1[CH2:13][CH2:12][CH:11]([C:14]2[CH:15]=[CH:16][CH:17]=[C:18]3[C:22]=2[NH:21][CH:20]=[CH:19]3)[CH2:10][CH2:9]1)=[O:7])([CH3:4])([CH3:3])[CH3:2].[C:23](O[C:23]([O:25][C:26]([CH3:29])([CH3:28])[CH3:27])=[O:24])([O:25][C:26]([CH3:29])([CH3:28])[CH3:27])=[O:24]. Product: [C:26]([O:25][C:23]([N:21]1[C:22]2[C:18](=[CH:17][CH:16]=[CH:15][C:14]=2[CH:11]2[CH2:12][CH2:13][N:8]([C:6]([O:5][C:1]([CH3:4])([CH3:2])[CH3:3])=[O:7])[CH2:9][CH2:10]2)[CH:19]=[CH:20]1)=[O:24])([CH3:29])([CH3:28])[CH3:27]. The catalyst class is: 230. (5) Reactant: B(Br)(Br)Br.C[O:6][C:7]1[CH:8]=[C:9]([C@@H:15]([CH3:19])[C:16]([OH:18])=[O:17])[CH:10]=[C:11]([O:13]C)[CH:12]=1.CCCCCC. Product: [OH:6][C:7]1[CH:8]=[C:9]([C@@H:15]([CH3:19])[C:16]([OH:18])=[O:17])[CH:10]=[C:11]([OH:13])[CH:12]=1. The catalyst class is: 2. (6) Product: [CH:1]1[C:11]2[C:10]3=[CH:12][C:13]4[CH:14]=[CH:15][C:16]([C:19]([OH:21])=[O:20])=[CH:17][C:18]=4[N:9]3[CH2:8][CH:7]=[CH:6][C:5]=2[CH:4]=[CH:3][CH:2]=1. Reactant: [CH:1]1[C:11]2[C:10]3=[CH:12][C:13]4[CH:14]=[CH:15][C:16]([C:19]([O:21]C)=[O:20])=[CH:17][C:18]=4[N:9]3[CH2:8][CH:7]=[CH:6][C:5]=2[CH:4]=[CH:3][CH:2]=1.N1(C(OC(C)(C)C)=O)CCNCC1.C(N(CC)CC)C.CN(C(ON1N=NC2C=CC=NC1=2)=[N+](C)C)C.F[P-](F)(F)(F)(F)F. The catalyst class is: 18. (7) Reactant: [F:1][C:2]1([F:31])[CH2:7][CH2:6][CH:5]([NH:8][C:9]2[C:14]3[C:15]([Sn](C)(C)C)=[N:16][N:17](CC4C=CC(OC)=CC=4)[C:13]=3[CH:12]=[CH:11][N:10]=2)[CH2:4][CH2:3]1.FC1(F)CCC(N[C:40]2[C:45]3C(I)=NN(CC4C=CC(OC)=CC=4)[C:44]=3[CH:43]=[CH:42][N:41]=2)CC1.C[Sn](C)(C)[Sn](C)(C)C. Product: [F:31][C:2]1([F:1])[CH2:3][CH2:4][CH:5]([NH:8][C:9]2[C:14]3[C:15]([C:40]4[CH:45]=[CH:44][CH:43]=[CH:42][N:41]=4)=[N:16][NH:17][C:13]=3[CH:12]=[CH:11][N:10]=2)[CH2:6][CH2:7]1. The catalyst class is: 11. (8) Reactant: [NH2:1][C:2]1[CH:3]=[C:4]([N:9]2[CH2:14][CH2:13][O:12][CH2:11][C:10]2=[O:15])[CH:5]=[CH:6][C:7]=1[NH2:8].[NH2:16][C:17]1[C:22]([CH:23]=O)=[CH:21][C:20]([I:25])=[CH:19][N:18]=1.S([O-])(O)=O.[Na+].O. Product: [NH2:16][C:17]1[C:22]([C:23]2[NH:1][C:2]3[CH:3]=[C:4]([N:9]4[CH2:14][CH2:13][O:12][CH2:11][C:10]4=[O:15])[CH:5]=[CH:6][C:7]=3[N:8]=2)=[CH:21][C:20]([I:25])=[CH:19][N:18]=1. The catalyst class is: 3. (9) Reactant: [N:1]1[CH:6]=[CH:5][CH:4]=[CH:3][C:2]=1[CH:7]=O.S([CH2:19][N+:20]#[C-:21])(C1C=CC(C)=CC=1)(=O)=O.[C-]#[N:23].[K+]. Product: [NH:20]1[CH:21]=[C:7]([C:2]2[CH:3]=[CH:4][CH:5]=[CH:6][N:1]=2)[N:23]=[CH:19]1. The catalyst class is: 8.